Dataset: Forward reaction prediction with 1.9M reactions from USPTO patents (1976-2016). Task: Predict the product of the given reaction. (1) Given the reactants [C:1]([CH:3]([CH:7]1[C:11]([Cl:12])=[C:10](Cl)C(=O)O1)[C:4]([NH2:6])=[O:5])#[N:2].Cl.[N:16]1([S:22]([C:25]2[CH:30]=[CH:29][CH:28]=[CH:27][C:26]=2[CH2:31][NH2:32])(=[O:24])=[O:23])[CH2:21][CH2:20][O:19][CH2:18][CH2:17]1.C(=O)([O-])[O-].[K+].[K+].[OH-].[Na+], predict the reaction product. The product is: [ClH:12].[Cl:12][C:11]1[CH:7]=[C:3]([C:4]([NH2:6])=[O:5])[C:1](=[NH:2])[N:32]([CH2:31][C:26]2[CH:27]=[CH:28][CH:29]=[CH:30][C:25]=2[S:22]([N:16]2[CH2:17][CH2:18][O:19][CH2:20][CH2:21]2)(=[O:24])=[O:23])[CH:10]=1. (2) Given the reactants Br[C:2]1[CH:6]=[CH:5][S:4][CH:3]=1.[CH2:7]1[CH2:11][O:10][CH2:9][CH2:8]1.CON(C)C(=O)CCC, predict the reaction product. The product is: [S:4]1[CH:5]=[CH:6][C:2]([C:9](=[O:10])[CH2:8][CH2:7][CH3:11])=[CH:3]1. (3) Given the reactants C(OC([N:8]1[CH2:13][CH2:12][CH:11]([CH:14]2[C:19](=O)[C:18]3[CH:21]=[CH:22][CH:23]=[CH:24][C:17]=3[N:16](COCC[Si](C)(C)C)[S:15]2(=[O:34])=[O:33])[CH2:10][CH2:9]1)=O)(C)(C)C.[BH4-].[Na+].O.[C:38]1([CH3:48])[CH:43]=[CH:42][C:41]([S:44]([OH:47])(=[O:46])=[O:45])=[CH:40][CH:39]=1, predict the reaction product. The product is: [C:38]1([CH3:48])[CH:39]=[CH:40][C:41]([S:44]([OH:47])(=[O:45])=[O:46])=[CH:42][CH:43]=1.[NH:8]1[CH2:9][CH2:10][CH:11]([C:14]2[S:15](=[O:33])(=[O:34])[NH:16][C:17]3[CH:24]=[CH:23][CH:22]=[CH:21][C:18]=3[CH:19]=2)[CH2:12][CH2:13]1.